From a dataset of Forward reaction prediction with 1.9M reactions from USPTO patents (1976-2016). Predict the product of the given reaction. (1) Given the reactants [F:1][C:2]([F:21])([F:20])[C:3]1[CH:4]=[C:5]([C:13]2[CH:17]=[C:16]([CH2:18]O)[O:15][N:14]=2)[CH:6]=[C:7]([C:9]([F:12])([F:11])[F:10])[CH:8]=1.S(Cl)([Cl:24])=O, predict the reaction product. The product is: [F:1][C:2]([F:21])([F:20])[C:3]1[CH:4]=[C:5]([C:13]2[CH:17]=[C:16]([CH2:18][Cl:24])[O:15][N:14]=2)[CH:6]=[C:7]([C:9]([F:12])([F:11])[F:10])[CH:8]=1. (2) Given the reactants C(=O)([O-])[O-].[K+].[K+].Cl.[N:8]1([C:14]2[C:18]3[CH:19]=[CH:20][CH:21]=[CH:22][C:17]=3[S:16][N:15]=2)[CH2:13][CH2:12][NH:11][CH2:10][CH2:9]1.S(C1C=CC(C)=CC=1)(O[CH2:27][CH2:28][C:29]1[CH:34]=[CH:33][C:32]([N+:35]([O-:37])=[O:36])=[CH:31][CH:30]=1)(=O)=O, predict the reaction product. The product is: [N+:35]([C:32]1[CH:33]=[CH:34][C:29]([CH2:28][CH2:27][N:11]2[CH2:12][CH2:13][N:8]([C:14]3[C:18]4[CH:19]=[CH:20][CH:21]=[CH:22][C:17]=4[S:16][N:15]=3)[CH2:9][CH2:10]2)=[CH:30][CH:31]=1)([O-:37])=[O:36]. (3) Given the reactants [OH:1][CH:2]1[CH2:7][CH2:6][N:5]([C:8]([O:10][CH2:11][C:12]2[CH:17]=[CH:16][CH:15]=[CH:14][CH:13]=2)=[O:9])[CH2:4][CH2:3]1.[C:18]([O:22][C:23]([CH3:26])([CH3:25])[CH3:24])(=[O:21])[CH:19]=[CH2:20].C(O[K])(C)(C)C, predict the reaction product. The product is: [C:23]([O:22][C:18](=[O:21])[CH2:19][CH2:20][O:1][CH:2]1[CH2:3][CH2:4][N:5]([C:8]([O:10][CH2:11][C:12]2[CH:17]=[CH:16][CH:15]=[CH:14][CH:13]=2)=[O:9])[CH2:6][CH2:7]1)([CH3:26])([CH3:25])[CH3:24]. (4) Given the reactants [F:1][C:2]([F:31])([F:30])[C:3]1[CH:4]=[C:5]([C:13]([C:15]2([NH:19][C:20](=[O:29])[O:21][CH2:22][C:23]3[CH:28]=[CH:27][CH:26]=[CH:25][CH:24]=3)[CH2:18][CH2:17][CH2:16]2)=[O:14])[CH:6]=[C:7]([C:9]([F:12])([F:11])[F:10])[CH:8]=1.[H-].[H-].[H-].[H-].[Li+].[Al+3], predict the reaction product. The product is: [F:1][C:2]([F:30])([F:31])[C:3]1[CH:4]=[C:5]([CH:13]([OH:14])[C:15]2([NH:19][C:20](=[O:29])[O:21][CH2:22][C:23]3[CH:24]=[CH:25][CH:26]=[CH:27][CH:28]=3)[CH2:16][CH2:17][CH2:18]2)[CH:6]=[C:7]([C:9]([F:12])([F:10])[F:11])[CH:8]=1. (5) Given the reactants [F:1][C:2]1[C:7]([F:8])=[CH:6][CH:5]=[CH:4][C:3]=1[C:9]([NH:22][S@@:23]([C:25]([CH3:28])([CH3:27])[CH3:26])=[O:24])([CH2:12]/[C:13](=N/N(C)C)/[C:14]([F:17])([F:16])[F:15])[CH2:10][F:11].Cl.C1C[O:33]CC1, predict the reaction product. The product is: [F:1][C:2]1[C:7]([F:8])=[CH:6][CH:5]=[CH:4][C:3]=1[C:9]([NH:22][S@@:23]([C:25]([CH3:28])([CH3:27])[CH3:26])=[O:24])([CH2:12][C:13](=[O:33])[C:14]([F:17])([F:16])[F:15])[CH2:10][F:11]. (6) The product is: [C:8]([C:4]1[C:3]2[O:11][CH2:18][C:19](=[O:20])[NH:1][C:2]=2[CH:7]=[CH:6][CH:5]=1)(=[O:10])[CH3:9]. Given the reactants [NH2:1][C:2]1[C:3]([OH:11])=[C:4]([C:8](=[O:10])[CH3:9])[CH:5]=[CH:6][CH:7]=1.C(=O)(O)[O-].[Na+].Cl[CH2:18][C:19](Cl)=[O:20].C(=O)([O-])[O-].[Cs+].[Cs+], predict the reaction product. (7) Given the reactants [Cl:1][C:2]1[CH:7]=[C:6]([Cl:8])[CH:5]=[CH:4][C:3]=1[CH2:9][NH2:10].ClCC[C:14](Cl)=[O:15].[OH2:17].Cl[CH2:19][Cl:20], predict the reaction product. The product is: [Cl:1][C:2]1[CH:7]=[C:6]([Cl:8])[CH:5]=[CH:4][C:3]=1[CH2:9][NH:10][C:14](=[O:15])[O:17][CH2:19][Cl:20].